From a dataset of CYP2D6 inhibition data for predicting drug metabolism from PubChem BioAssay. Regression/Classification. Given a drug SMILES string, predict its absorption, distribution, metabolism, or excretion properties. Task type varies by dataset: regression for continuous measurements (e.g., permeability, clearance, half-life) or binary classification for categorical outcomes (e.g., BBB penetration, CYP inhibition). Dataset: cyp2d6_veith. The drug is CC(C)(CCc1nc2ccccc2[nH]1)C(=O)O. The result is 0 (non-inhibitor).